The task is: Regression/Classification. Given a drug SMILES string, predict its absorption, distribution, metabolism, or excretion properties. Task type varies by dataset: regression for continuous measurements (e.g., permeability, clearance, half-life) or binary classification for categorical outcomes (e.g., BBB penetration, CYP inhibition). Dataset: cyp3a4_veith.. This data is from CYP3A4 inhibition data for predicting drug metabolism from PubChem BioAssay. The drug is CC(C)n1nnnc1SCC(=O)NCc1ccc2c(c1)OCO2. The result is 1 (inhibitor).